Dataset: Full USPTO retrosynthesis dataset with 1.9M reactions from patents (1976-2016). Task: Predict the reactants needed to synthesize the given product. (1) Given the product [C@:6]12([C:4]([NH2:12])=[O:3])[CH2:11][C@H:10]1[CH2:9][CH2:8][NH:7]2, predict the reactants needed to synthesize it. The reactants are: C([O:3][C:4]([C@:6]12[CH2:11][C@H:10]1[CH2:9][CH2:8][NH:7]2)=O)C.[NH3:12]. (2) Given the product [S:1]1[CH:5]=[CH:4][C:3]2[C:6]([N:10]3[CH2:11][CH2:12][N:13]([CH2:16][CH2:17][CH2:18][CH2:19][O:20][C:21]4[CH:30]=[C:29]5[C:24]([CH:25]=[CH:26][C:27](=[O:46])[N:28]5[CH2:31][O:32][C:33](=[O:45])[CH2:34][CH2:35][CH2:36][CH2:37][CH2:38][CH2:39][CH2:40][CH2:41][CH2:42][CH2:43][CH3:44])=[CH:23][CH:22]=4)[CH2:14][CH2:15]3)=[CH:7][CH:8]=[CH:9][C:2]1=2, predict the reactants needed to synthesize it. The reactants are: [S:1]1[CH:5]=[CH:4][C:3]2[C:6]([N:10]3[CH2:15][CH2:14][N:13]([CH2:16][CH2:17][CH2:18][CH2:19][O:20][C:21]4[CH:30]=[C:29]5[C:24]([CH2:25][CH2:26][C:27](=[O:46])[N:28]5[CH2:31][O:32][C:33](=[O:45])[CH2:34][CH2:35][CH2:36][CH2:37][CH2:38][CH2:39][CH2:40][CH2:41][CH2:42][CH2:43][CH3:44])=[CH:23][CH:22]=4)[CH2:12][CH2:11]3)=[CH:7][CH:8]=[CH:9][C:2]1=2.FC(F)(F)C(O)=O.ClC1C(=O)C(C#N)=C(C#N)C(=O)C=1Cl.C(=O)([O-])[O-].[Na+].[Na+].